Task: Regression/Classification. Given a drug SMILES string, predict its toxicity properties. Task type varies by dataset: regression for continuous values (e.g., LD50, hERG inhibition percentage) or binary classification for toxic/non-toxic outcomes (e.g., AMES mutagenicity, cardiotoxicity, hepatotoxicity). Dataset: carcinogens_lagunin.. Dataset: Carcinogenicity classification data from Lagunin et al. (1) The drug is CCN1C[C@@]2(COC)C3[C@@H](OC)[C@H]4[C@@H]1[C@@]3(C1C[C@@]3(O)[C@H](OC(=O)c5ccccc5)C1[C@]4(OC(C)=O)[C@@H](O)[C@H]3OC)[C@@H](OC)C[C@H]2O. The result is 0 (non-carcinogenic). (2) The molecule is C=C(C)[C@@H]1C2C(=O)O[C@H]1[C@H]1OC(=O)[C@@]34OC3C[C@]2(O)[C@@]14C. The result is 0 (non-carcinogenic). (3) The drug is Cc1c(C)c2c(c(C)c1O)CCC(C)(C(=O)O)O2. The result is 0 (non-carcinogenic). (4) The compound is Nc1ccccc1S(N)(=O)=O. The result is 0 (non-carcinogenic). (5) The compound is CC(=O)N[C@H]1[C@@H](O)O[C@H](CO)[C@@H](O)[C@@H]1O[C@H](C)C(=O)O. The result is 0 (non-carcinogenic). (6) The drug is Cn1cnc([N+](=O)[O-])c1Sc1ncnc2[nH]cnc12. The result is 0 (non-carcinogenic). (7) The molecule is Cc1ccccc1OCC(O)CNCCn1cc(C)c(=O)[nH]c1=O. The result is 1 (carcinogenic). (8) The compound is CN1C(CC(O)c2ccccc2)CCCC1CC(O)c1ccccc1. The result is 0 (non-carcinogenic). (9) The result is 0 (non-carcinogenic). The drug is Cc1c(N)c(=O)n(-c2ccccc2)n1C.